This data is from NCI-60 drug combinations with 297,098 pairs across 59 cell lines. The task is: Regression. Given two drug SMILES strings and cell line genomic features, predict the synergy score measuring deviation from expected non-interaction effect. Drug 1: C1=CC(=CC=C1C#N)C(C2=CC=C(C=C2)C#N)N3C=NC=N3. Drug 2: CC1=C(N=C(N=C1N)C(CC(=O)N)NCC(C(=O)N)N)C(=O)NC(C(C2=CN=CN2)OC3C(C(C(C(O3)CO)O)O)OC4C(C(C(C(O4)CO)O)OC(=O)N)O)C(=O)NC(C)C(C(C)C(=O)NC(C(C)O)C(=O)NCCC5=NC(=CS5)C6=NC(=CS6)C(=O)NCCC[S+](C)C)O. Cell line: HCC-2998. Synergy scores: CSS=28.0, Synergy_ZIP=-6.35, Synergy_Bliss=-9.05, Synergy_Loewe=-1.86, Synergy_HSA=-1.84.